Dataset: Peptide-MHC class I binding affinity with 185,985 pairs from IEDB/IMGT. Task: Regression. Given a peptide amino acid sequence and an MHC pseudo amino acid sequence, predict their binding affinity value. This is MHC class I binding data. The peptide sequence is ERNEQGQTL. The MHC is HLA-A01:01 with pseudo-sequence HLA-A01:01. The binding affinity (normalized) is 0.0847.